From a dataset of Forward reaction prediction with 1.9M reactions from USPTO patents (1976-2016). Predict the product of the given reaction. (1) Given the reactants Cl[C:2]1[N:10]=[C:9](Cl)[CH:8]=[CH:7][C:3]=1[C:4]([NH2:6])=[O:5].C(O[C:17](=[O:24])[NH:18][C@H:19]1[CH2:23][CH2:22][NH:21][CH2:20]1)(C)(C)C.[CH3:25][CH:26]1[CH2:31][N:30]([C:32]2[CH:38]=[CH:37][C:35]([NH2:36])=[CH:34][C:33]=2[F:39])[CH2:29][CH:28]([CH3:40])[O:27]1.[C:41](O)(=O)[CH:42]=C, predict the reaction product. The product is: [C:17]([NH:18][C@H:19]1[CH2:23][CH2:22][N:21]([C:9]2[CH:8]=[CH:7][C:3]([C:4]([NH2:6])=[O:5])=[C:2]([NH:36][C:35]3[CH:37]=[CH:38][C:32]([N:30]4[CH2:29][CH:28]([CH3:40])[O:27][CH:26]([CH3:25])[CH2:31]4)=[C:33]([F:39])[CH:34]=3)[N:10]=2)[CH2:20]1)(=[O:24])[CH:41]=[CH2:42]. (2) Given the reactants [F:1][C:2]([F:22])([F:21])[C:3]1[CH:4]=[C:5]([C:9]2[CH:10]=[CH:11][C:12]3[N:18]4[CH2:19][C@H:15]([CH2:16][CH2:17]4)[NH:14][C:13]=3[N:20]=2)[CH:6]=[CH:7][CH:8]=1.[H-].[Na+].[N:25]([C:28]1[CH:29]=[C:30]([C:34]2[O:38][CH:37]=[N:36][CH:35]=2)[CH:31]=[CH:32][CH:33]=1)=[C:26]=[S:27].CO, predict the reaction product. The product is: [O:38]1[C:34]([C:30]2[CH:29]=[C:28]([NH:25][C:26]([N:14]3[C@@H:15]4[CH2:19][N:18]([CH2:17][CH2:16]4)[C:12]4[CH:11]=[CH:10][C:9]([C:5]5[CH:6]=[CH:7][CH:8]=[C:3]([C:2]([F:21])([F:1])[F:22])[CH:4]=5)=[N:20][C:13]3=4)=[S:27])[CH:33]=[CH:32][CH:31]=2)=[CH:35][N:36]=[CH:37]1. (3) Given the reactants [C:1]1([CH2:11][CH2:12][S:13](Cl)(=[O:15])=[O:14])[C:10]2[C:5](=[CH:6][CH:7]=[CH:8][CH:9]=2)[CH:4]=[CH:3][CH:2]=1.[NH2:17][CH2:18][CH2:19][CH2:20][O:21][C:22]1[CH:23]=[CH:24][C:25]2[C:26]3[N:35]([CH2:36][CH:37]([CH3:39])[CH3:38])[C:34]([CH2:40][CH2:41][CH3:42])=[N:33][C:27]=3[C:28]([NH2:32])=[N:29][C:30]=2[CH:31]=1.C(N(CC)CC)C.C(=O)([O-])[O-].[Na+].[Na+], predict the reaction product. The product is: [NH2:32][C:28]1[C:27]2[N:33]=[C:34]([CH2:40][CH2:41][CH3:42])[N:35]([CH2:36][CH:37]([CH3:39])[CH3:38])[C:26]=2[C:25]2[CH:24]=[CH:23][C:22]([O:21][CH2:20][CH2:19][CH2:18][NH:17][S:13]([CH2:12][CH2:11][C:1]3[C:10]4[C:5](=[CH:6][CH:7]=[CH:8][CH:9]=4)[CH:4]=[CH:3][CH:2]=3)(=[O:15])=[O:14])=[CH:31][C:30]=2[N:29]=1. (4) Given the reactants [Br:1]Br.[CH3:3][C:4]1[CH:8]=[CH:7][S:6][C:5]=1[CH:9]=[O:10], predict the reaction product. The product is: [Br:1][C:7]1[S:6][C:5]([CH:9]=[O:10])=[C:4]([CH3:3])[CH:8]=1.